This data is from Antibody paratope prediction from SAbDab with 1,023 antibody chains. The task is: Token-level Classification. Given an antibody amino acid sequence, predict which amino acid positions are active in antigen binding. Output is a list of indices for active paratope positions. (1) Given the antibody sequence: EVKLVESGGGLVQPGGSLRLSCATSGFSFTDYYMAWVRQPPGKALEWLAFIRNKANGYTTDYSASVKGRFTISRDNSQSILYLQMNTLRAEDSATYYCARGDYYGAWFAYWGQGTLVTVS, which amino acid positions are active in antigen binding (paratope)? The paratope positions are: [52, 53, 54, 85, 86, 87, 106, 107]. (2) Given the antibody sequence: QVQLVQSGAEVKKPGSSVKVSCKASGGTFNSYAFSWVRQAPGQGLEWMGSIIPIFGTTNYAQKFQGRVTITADESTSTAYMELSSLRSEDTAVYYCARYFDTYNNYGFANWGQGTLVTVSS, which amino acid positions are active in antigen binding (paratope)? The paratope positions are: [52, 83, 84, 85, 104, 105, 106, 107]. (3) Given the antibody sequence: EVQLVESGGDLVKPGGSLKLSCAASGFSFSSYGMSWVRQTPDKRLEWVATISNGGGYTYYPDSVKGRFTISRDNAKNTLYLQMSSLKSEDSAMYYCARRERYDENGFAYWGQGTLVTVS, which amino acid positions are active in antigen binding (paratope)? The paratope positions are: [52, 83, 84, 85, 104, 105, 106]. (4) Given the antibody sequence: QSVLTQPPSVSAAPGQMVTISCSGSSSNIGKNYVSWYQQLPGAAPKLLIFDNNKRPSGTPDRFSGSKSGTSATLVITGLQTGDEADYYCGTPDRSLSVVFGGGTKVTVL, which amino acid positions are active in antigen binding (paratope)? The paratope positions are: [29, 30, 96]. (5) Given the antibody sequence: DIQMTQSPSSLSASVGDRVTITCKSSQSLLYTSSQKNYLAWYQQKPGKAPKLLIYWASTRESGVPSRFSGSGSGTDFTLTISSLQPEDFATYYCQQYYAYPWTFGQGTKVEIK, which amino acid positions are active in antigen binding (paratope)? The paratope positions are: [30, 31, 32, 33, 34, 35].